This data is from Full USPTO retrosynthesis dataset with 1.9M reactions from patents (1976-2016). The task is: Predict the reactants needed to synthesize the given product. (1) Given the product [CH3:32][C:26]([CH3:25])([CH3:27])[CH2:44][CH2:42][N:38]([CH2:39][CH3:41])[C:17](=[O:19])[CH2:16][N:7]1[C:8]2[C:13](=[CH:12][CH:11]=[C:10]([O:14][CH3:15])[CH:9]=2)[C:5]([C:3](=[O:4])[C:2]([CH3:21])([CH3:20])[CH3:1])=[N:6]1, predict the reactants needed to synthesize it. The reactants are: [CH3:1][C:2]([CH3:21])([CH3:20])[C:3]([C:5]1[C:13]2[C:8](=[CH:9][C:10]([O:14][CH3:15])=[CH:11][CH:12]=2)[N:7]([CH2:16][C:17]([OH:19])=O)[N:6]=1)=[O:4].C1C=C[C:25]2N(O)N=N[C:26]=2[CH:27]=1.[CH2:32](Cl)CCl.CC[N:38]([CH:42]([CH3:44])C)[CH:39]([CH3:41])C. (2) Given the product [F:22][C:5]1[CH:4]=[CH:3][C:2]([C:24]#[C:23][C@:25]2([OH:32])[CH2:29][CH2:28][N:27]([CH3:30])[C:26]2=[O:31])=[CH:7][C:6]=1[C:8]1[N:13]=[C:12]([C:14]([NH2:16])=[O:15])[C:11]([NH:17][CH:18]2[CH2:21][O:20][CH2:19]2)=[CH:10][CH:9]=1, predict the reactants needed to synthesize it. The reactants are: Br[C:2]1[CH:3]=[CH:4][C:5]([F:22])=[C:6]([C:8]2[N:13]=[C:12]([C:14]([NH2:16])=[O:15])[C:11]([NH:17][CH:18]3[CH2:21][O:20][CH2:19]3)=[CH:10][CH:9]=2)[CH:7]=1.[C:23]([C@:25]1([OH:32])[CH2:29][CH2:28][N:27]([CH3:30])[C:26]1=[O:31])#[CH:24]. (3) Given the product [CH3:1][O:2][CH2:3][C@H:4]1[N:8]([C:9]([O:11][CH2:12][C:15]2[CH:29]=[CH:28][CH:27]=[CH:26][CH:25]=2)=[O:10])[CH2:7][C@@H:6]([C:16]#[N:34])[CH2:5]1, predict the reactants needed to synthesize it. The reactants are: [CH3:1][O:2][CH2:3][C@H:4]1[N:8]([C:9]([O:11][C:12]([CH3:15])(C)C)=[O:10])[CH2:7][C@@H:6]([C:16](O)=O)[CH2:5]1.C([O-])([O-])=O.[Cs+].[Cs+].[CH2:25](Br)[C:26]1C=C[CH:29]=[CH:28][CH:27]=1.C[N:34](C=O)C. (4) Given the product [NH2:48][C:47]1[CH:46]=[CH:45][C:42]([C:43]#[N:44])=[CH:41][C:40]=1[NH:39][C:21](=[O:23])[C:20]([C:12]1[C:13]([O:18][CH3:19])=[CH:14][C:15]([CH3:17])=[C:16]2[C:11]=1[CH:10]=[CH:9][N:8]2[C:6]([O:5][C:1]([CH3:2])([CH3:3])[CH3:4])=[O:7])([CH3:27])[CH2:24][CH:25]=[CH2:26], predict the reactants needed to synthesize it. The reactants are: [C:1]([O:5][C:6]([N:8]1[C:16]2[C:11](=[C:12]([C:20]([CH3:27])([CH2:24][CH:25]=[CH2:26])[C:21]([OH:23])=O)[C:13]([O:18][CH3:19])=[CH:14][C:15]=2[CH3:17])[CH:10]=[CH:9]1)=[O:7])([CH3:4])([CH3:3])[CH3:2].CN(C=O)C.C(Cl)(=O)C(Cl)=O.[NH2:39][C:40]1[CH:41]=[C:42]([CH:45]=[CH:46][C:47]=1[NH2:48])[C:43]#[N:44].N1C=CC=CC=1. (5) Given the product [Br:7][C:8]1[C:9]2[C:10]([C:29]([C:30]3[CH:35]=[CH:34][C:33]([Cl:36])=[CH:32][CH:31]=3)=[CH2:1])=[C:11]3[CH:20]([CH2:21][C:22]([O:24][C:25]([CH3:26])([CH3:27])[CH3:28])=[O:23])[CH2:19][CH2:18][N:12]3[C:13]=2[CH:14]=[C:15]([F:17])[CH:16]=1, predict the reactants needed to synthesize it. The reactants are: [CH3:1]C(C)([O-])C.[K+].[Br:7][C:8]1[C:9]2[C:10]([C:29](=O)[C:30]3[CH:35]=[CH:34][C:33]([Cl:36])=[CH:32][CH:31]=3)=[C:11]3[CH:20]([CH2:21][C:22]([O:24][C:25]([CH3:28])([CH3:27])[CH3:26])=[O:23])[CH2:19][CH2:18][N:12]3[C:13]=2[CH:14]=[C:15]([F:17])[CH:16]=1.[NH4+].[Cl-]. (6) Given the product [O:14]=[C:12]1[C:11]2[C:10](=[CH:9][C:8]([S:7][C:1]3[CH:2]=[CH:3][CH:4]=[CH:5][CH:6]=3)=[CH:16][CH:15]=2)[C:17](=[O:19])[N:20]1[CH2:21][C:22]([OH:24])=[O:23], predict the reactants needed to synthesize it. The reactants are: [C:1]1([S:7][C:8]2[CH:9]=[C:10]([C:17]([OH:19])=O)[C:11](=[CH:15][CH:16]=2)[C:12]([OH:14])=O)[CH:6]=[CH:5][CH:4]=[CH:3][CH:2]=1.[NH2:20][CH2:21][C:22]([OH:24])=[O:23].